From a dataset of Peptide-MHC class I binding affinity with 185,985 pairs from IEDB/IMGT. Regression. Given a peptide amino acid sequence and an MHC pseudo amino acid sequence, predict their binding affinity value. This is MHC class I binding data. (1) The peptide sequence is SMYCSKTFL. The MHC is H-2-Kb with pseudo-sequence H-2-Kb. The binding affinity (normalized) is 0.615. (2) The peptide sequence is IYDYLRLLY. The MHC is HLA-B15:09 with pseudo-sequence HLA-B15:09. The binding affinity (normalized) is 0.0847. (3) The peptide sequence is GVLARWGTFK. The MHC is HLA-A11:01 with pseudo-sequence HLA-A11:01. The binding affinity (normalized) is 0.602. (4) The peptide sequence is CTLTFARI. The MHC is H-2-Db with pseudo-sequence H-2-Db. The binding affinity (normalized) is 0. (5) The peptide sequence is IPRNRDNLL. The MHC is HLA-A02:01 with pseudo-sequence HLA-A02:01. The binding affinity (normalized) is 0.0847. (6) The peptide sequence is HEGEGIPLY. The MHC is HLA-B46:01 with pseudo-sequence HLA-B46:01. The binding affinity (normalized) is 0.0847.